Dataset: NCI-60 drug combinations with 297,098 pairs across 59 cell lines. Task: Regression. Given two drug SMILES strings and cell line genomic features, predict the synergy score measuring deviation from expected non-interaction effect. Drug 1: CCC1=CC2CC(C3=C(CN(C2)C1)C4=CC=CC=C4N3)(C5=C(C=C6C(=C5)C78CCN9C7C(C=CC9)(C(C(C8N6C)(C(=O)OC)O)OC(=O)C)CC)OC)C(=O)OC.C(C(C(=O)O)O)(C(=O)O)O. Drug 2: CC(C)NC(=O)C1=CC=C(C=C1)CNNC.Cl. Cell line: UO-31. Synergy scores: CSS=6.05, Synergy_ZIP=-1.77, Synergy_Bliss=0.0747, Synergy_Loewe=-0.272, Synergy_HSA=0.773.